From a dataset of Reaction yield outcomes from USPTO patents with 853,638 reactions. Predict the reaction yield, written as a fraction of the theoretical maximum amount of product (1.0 means a 100% yield; for example, 0.34 means a 34% yield). (1) The reactants are [F:1][C:2]1[CH:3]=[C:4]([C@@H:12](O)[CH2:13][CH2:14][NH:15][C:16](=[O:22])[O:17][C:18]([CH3:21])([CH3:20])[CH3:19])[CH:5]=[CH:6][C:7]=1[C:8]([F:11])([F:10])[F:9].[C:24]1(=[O:34])[C:32]2[C:27](=[CH:28][CH:29]=[CH:30][CH:31]=2)[C:26](=[O:33])[NH:25]1.C1C=CC(P(C2C=CC=CC=2)C2C=CC=CC=2)=CC=1.CCOC(/N=N/C(OCC)=O)=O. The catalyst is C1COCC1. The product is [O:34]=[C:24]1[C:32]2[C:27](=[CH:28][CH:29]=[CH:30][CH:31]=2)[C:26](=[O:33])[N:25]1[C@@H:12]([C:4]1[CH:5]=[CH:6][C:7]([C:8]([F:11])([F:10])[F:9])=[C:2]([F:1])[CH:3]=1)[CH2:13][CH2:14][NH:15][C:16](=[O:22])[O:17][C:18]([CH3:21])([CH3:20])[CH3:19]. The yield is 0.424. (2) The catalyst is [Br-].C([N+](CCCC)(CCCC)CCCC)CCC.CC#N. The product is [C:1]([O:6][CH2:10][CH:9]([O:12][CH3:13])[O:8][CH3:7])(=[O:5])[CH2:2][CH2:3][CH3:4]. The reactants are [C:1]([OH:6])(=[O:5])[CH2:2][CH2:3][CH3:4].[CH3:7][O:8][CH:9]([O:12][CH3:13])[CH2:10]Br.C([O-])([O-])=O.[K+].[K+].O. The yield is 0.780. (3) The reactants are [NH2:1][C:2]1[C:10]([CH2:11][CH3:12])=[CH:9][CH:8]=[CH:7][C:3]=1[C:4]([OH:6])=[O:5].[C:13](OC(=O)C)(=O)[CH3:14]. No catalyst specified. The product is [CH2:11]([C:10]1[C:2]2[N:1]=[C:13]([CH3:14])[O:5][C:4](=[O:6])[C:3]=2[CH:7]=[CH:8][CH:9]=1)[CH3:12]. The yield is 0.550.